This data is from HIV replication inhibition screening data with 41,000+ compounds from the AIDS Antiviral Screen. The task is: Binary Classification. Given a drug SMILES string, predict its activity (active/inactive) in a high-throughput screening assay against a specified biological target. (1) The result is 0 (inactive). The molecule is C1CN(P(N2CCOCC2)N2CCOCC2)CCO1. (2) The drug is O=C(CCc1cc(-c2ccccc2)nc(S)n1)N(Cc1ccccc1)Cc1ccccc1. The result is 0 (inactive). (3) The drug is OCCCN(Cc1ccccc1)CC(O)c1ccc(OCc2ccccc2)c(OCc2ccccc2)c1. The result is 0 (inactive). (4) The compound is CN(CCO)CNC(=O)C1=C(O)C(N(C)C)C2CC3C(=C(O)C2(O)C1=O)C(=O)c1c(O)cccc1C3(C)O. The result is 0 (inactive). (5) The drug is CC1=NC(=Cc2cccc(F)c2)C(=O)O1. The result is 0 (inactive). (6) The drug is CCC1(OC(C)=O)C(=O)OCc2c1cc1n(c2=O)Cc2cc3ccccc3nc2-1. The result is 0 (inactive). (7) The compound is CCOC(=O)C1ON2OC(OC3CCCC3(c3ccccc3)c3ccccc3)C(OC(C)=O)C3OC(=O)C1C32. The result is 0 (inactive).